This data is from Forward reaction prediction with 1.9M reactions from USPTO patents (1976-2016). The task is: Predict the product of the given reaction. (1) Given the reactants C[O:2][C:3]([C:5]1[C:13]([NH:14][C:15]2[CH:20]=[CH:19][C:18]([Br:21])=[CH:17][C:16]=2[CH3:22])=[C:12]([F:23])[C:8]2[NH:9][CH:10]=[N:11][C:7]=2[CH:6]=1)=[O:4].[OH-].[Na+], predict the reaction product. The product is: [F:23][C:12]1[C:8]2[NH:9][CH:10]=[N:11][C:7]=2[CH:6]=[C:5]([C:3]([OH:4])=[O:2])[C:13]=1[NH:14][C:15]1[CH:20]=[CH:19][C:18]([Br:21])=[CH:17][C:16]=1[CH3:22]. (2) Given the reactants [Br:1]Br.[CH3:3][C:4]1[CH:9]=[CH:8][CH:7]=[C:6]([CH3:10])[C:5]=1[CH2:11][C:12]([OH:14])=[O:13], predict the reaction product. The product is: [Br:1][C:7]1[C:6]([CH3:10])=[C:5]([CH2:11][C:12]([OH:14])=[O:13])[C:4]([CH3:3])=[CH:9][CH:8]=1. (3) Given the reactants [CH3:1][O:2][CH2:3][O:4][C:5]1[C:10](=[O:11])[N:9]([CH2:12][O:13][CH3:14])[CH:8]=[C:7]([S:15][CH2:16][CH2:17][C:18](OC)=O)[CH:6]=1.CC(C)([O-])C.[K+].Cl[CH2:29][C:30]1C=CC(OC)=[CH:32][CH:31]=1, predict the reaction product. The product is: [CH2:16]([S:15][C:7]1[CH:6]=[C:5]([O:4][CH2:3][O:2][CH3:1])[C:10](=[O:11])[N:9]([CH2:12][O:13][CH3:14])[CH:8]=1)[C:17]1[CH:18]=[CH:32][CH:31]=[CH:30][CH:29]=1. (4) Given the reactants [Cl:1][C:2]1[CH:7]=[CH:6][C:5]([NH:8][C:9](=[O:15])[O:10][C:11]([CH3:14])([CH3:13])[CH3:12])=[CH:4][CH:3]=1.CN(CCN(C)C)C.[Li]C(CC)C.[Br:29][C:30]1[CH:37]=[CH:36][C:33]([CH:34]=[O:35])=[CH:32][CH:31]=1, predict the reaction product. The product is: [Br:29][C:30]1[CH:37]=[CH:36][C:33]([CH:34]([OH:35])[C:4]2[CH:3]=[C:2]([Cl:1])[CH:7]=[CH:6][C:5]=2[NH:8][C:9](=[O:15])[O:10][C:11]([CH3:12])([CH3:14])[CH3:13])=[CH:32][CH:31]=1. (5) The product is: [Cl:1][C:2]1[CH:27]=[CH:26][C:5]([O:6][C:7](=[O:8])[N:9]([C@H:10]2[CH2:15][CH2:14][C@H:13]([CH2:16][CH2:17][CH2:18][CH2:19][N:31]([CH2:28][CH:29]=[CH2:30])[CH3:32])[CH2:12][CH2:11]2)[CH3:25])=[CH:4][CH:3]=1. Given the reactants [Cl:1][C:2]1[CH:27]=[CH:26][C:5]([O:6][C:7]([N:9]([CH3:25])[C@H:10]2[CH2:15][CH2:14][C@H:13]([CH2:16][CH2:17][CH2:18][CH2:19]OS(C)(=O)=O)[CH2:12][CH2:11]2)=[O:8])=[CH:4][CH:3]=1.[CH2:28]([NH:31][CH3:32])[CH:29]=[CH2:30], predict the reaction product. (6) Given the reactants [F:1][C:2]1[CH:10]=[C:9]2[C:5]([CH:6]=[CH:7][NH:8]2)=[C:4]([C:11]2[N:12]=[C:13]([N:22]3[CH2:27][CH2:26][O:25][CH2:24][CH2:23]3)[C:14]3[S:19][C:18]([CH2:20][OH:21])=[CH:17][C:15]=3[N:16]=2)[CH:3]=1.[H-].[Na+].[C:30]1([CH3:40])[CH:35]=[CH:34][C:33]([S:36](Cl)(=[O:38])=[O:37])=[CH:32][CH:31]=1, predict the reaction product. The product is: [F:1][C:2]1[CH:10]=[C:9]2[C:5]([CH:6]=[CH:7][N:8]2[S:36]([C:33]2[CH:34]=[CH:35][C:30]([CH3:40])=[CH:31][CH:32]=2)(=[O:38])=[O:37])=[C:4]([C:11]2[N:12]=[C:13]([N:22]3[CH2:27][CH2:26][O:25][CH2:24][CH2:23]3)[C:14]3[S:19][C:18]([CH2:20][O:21][S:36]([C:33]4[CH:34]=[CH:35][C:30]([CH3:40])=[CH:31][CH:32]=4)(=[O:38])=[O:37])=[CH:17][C:15]=3[N:16]=2)[CH:3]=1.